This data is from Forward reaction prediction with 1.9M reactions from USPTO patents (1976-2016). The task is: Predict the product of the given reaction. (1) Given the reactants [F:1][C:2]1[CH:7]=[CH:6][C:5]([N:8]2[C:12]3([CH2:17][CH2:16][CH2:15][CH2:14][CH2:13]3)[C:11](=[O:18])[NH:10][C:9]2=[S:19])=[CH:4][CH:3]=1.C(N(CC)CC)C.Cl[C:28]([O:30][CH2:31][CH3:32])=[O:29], predict the reaction product. The product is: [F:1][C:2]1[CH:3]=[CH:4][C:5]([N:8]2[C:12]3([CH2:17][CH2:16][CH2:15][CH2:14][CH2:13]3)[C:11](=[O:18])[N:10]([C:28]([O:30][CH2:31][CH3:32])=[O:29])[C:9]2=[S:19])=[CH:6][CH:7]=1. (2) Given the reactants [CH3:1][C:2]1[N:7]=[CH:6][C:5]([NH2:8])=[CH:4][CH:3]=1.Cl[C:10]1[N:28]=[C:13]2[C:14]([NH:18][CH2:19][C:20]3[CH:25]=[CH:24][CH:23]=[CH:22][C:21]=3[O:26][CH3:27])=[CH:15][CH:16]=[CH:17][N:12]2[N:11]=1, predict the reaction product. The product is: [CH3:27][O:26][C:21]1[CH:22]=[CH:23][CH:24]=[CH:25][C:20]=1[CH2:19][NH:18][C:14]1[C:13]2[N:12]([N:11]=[C:10]([NH:8][C:5]3[CH:6]=[N:7][C:2]([CH3:1])=[CH:3][CH:4]=3)[N:28]=2)[CH:17]=[CH:16][CH:15]=1. (3) The product is: [C:1]([C:3]1[CH:11]=[C:10]([F:12])[C:6]([C:7]([Cl:16])=[O:8])=[C:5]([F:13])[CH:4]=1)#[N:2]. Given the reactants [C:1]([C:3]1[CH:11]=[C:10]([F:12])[C:6]([C:7](O)=[O:8])=[C:5]([F:13])[CH:4]=1)#[N:2].S(Cl)([Cl:16])=O, predict the reaction product. (4) Given the reactants [CH3:1][C:2]1([CH3:15])[C@@H:6]2[CH2:7][CH2:8][C@@H:9]([C:11]([OH:13])=O)[CH2:10][N:5]2[C:4](=[O:14])[O:3]1.C(Cl)(C(Cl)=O)=O.Cl.[Cl:23][C:24]1[C:25]([CH2:30][NH2:31])=[N:26][CH:27]=[CH:28][N:29]=1, predict the reaction product. The product is: [Cl:23][C:24]1[C:25]([CH2:30][NH:31][C:11]([C@H:9]2[CH2:10][N:5]3[C:4](=[O:14])[O:3][C:2]([CH3:1])([CH3:15])[C@@H:6]3[CH2:7][CH2:8]2)=[O:13])=[N:26][CH:27]=[CH:28][N:29]=1. (5) Given the reactants Br[CH2:2][C:3]([CH3:13])([CH3:12])[O:4][C:5]1[CH:10]=[CH:9][C:8]([Cl:11])=[CH:7][CH:6]=1.[C-:14]#[N:15].[Na+].C(Cl)(Cl)Cl, predict the reaction product. The product is: [Cl:11][C:8]1[CH:9]=[CH:10][C:5]([O:4][C:3]([CH3:13])([CH3:12])[CH2:2][C:14]#[N:15])=[CH:6][CH:7]=1.